This data is from Experimentally validated miRNA-target interactions with 360,000+ pairs, plus equal number of negative samples. The task is: Binary Classification. Given a miRNA mature sequence and a target amino acid sequence, predict their likelihood of interaction. (1) The protein sequence of the target gene is MPFYRRTVVPQRLCPRNPPQQLAELRDVSHLAALSLLRQLADLCGHSLALLEDLEGHLLALGRRTDSLYRRTVRLRRRLPCRLLGPEEDEEELAAANSGRENATATAHSRSSWRQPVNVFLSSGRPPSVEELLREAQLNLQSLLQEEYEEQYSEARLVGQTFRSSDEATKPTPNPRPQSARRLEFILMPTKRQLSEDETTTQGVRAPEASLSLSTTADKQTAWNSLFPLPILEEKRWPQLCSTQSDIVPINISGQQFDKHASLRHSLFNTETAVNPKSTLRRRRTIIGFSNFSQRDQGHS.... The miRNA is hsa-miR-372-3p with sequence AAAGUGCUGCGACAUUUGAGCGU. Result: 1 (interaction). (2) The miRNA is hsa-miR-1825 with sequence UCCAGUGCCCUCCUCUCC. The protein sequence of the target gene is MATEHVNGNGTEEPMDTTSAVIHSENFQTLLDAGLPQKVAEKLDEIYVAGLVAHSDLDERAIEALKEFNEDGALAVLQQFKDSDLSHVQNKSAFLCGVMKTYRQREKQGTKVADSSKGPDEAKIKALLERTGYTLDVTTGQRKYGGPPPDSVYSGQQPSVGTEIFVGKIPRDLFEDELVPLFEKAGPIWDLRLMMDPLTGLNRGYAFVTFCTKEAAQEAVKLYNNHEIRSGKHIGVCISVANNRLFVGSIPKSKTKEQILEEFSKVTEGLTDVILYHQPDDKKKNRGFCFLEYEDHKTAA.... Result: 0 (no interaction). (3) The miRNA is mmu-miR-290a-3p with sequence AAAGUGCCGCCUAGUUUUAAGCCC. The protein sequence of the target gene is MALTDIDVQKQIKHMMAFIEQEANEKAEEIDAKAEEEFNIEKGRLVQTQRLKIMDYFEKKEKQIEQQKKIQLSTMRNQARITVLRARDNLILELLKDAKMRLSRIVSDEEIYQDLLDKLVLQALLRLLEPVMIVRCRPQDLHLVESAVLRAIPQYMRLCQKHLEVQVDQTEHLPSNAAGGVEVYSSDQKIKVSNTLESRLNLAAMQKMPEIRGILFGDNTSRKFFT. Result: 0 (no interaction). (4) The miRNA is mmu-miR-3058-5p with sequence UCAGCCACGGCUUACCUGGAAGA. The protein sequence of the target gene is MAKWGQGDPRWIVEEREDGTNVNNWHWTERDATIWSKGKLRELLVGIAMENEAGRCEISELKQVEGEASCNSRKGKLIFFYEWNIKLAWKGTVKESGAKHKGLIEIPSLSEENEINDTEVNVSKKKGDGEILKDLMRTTGTAKVREALGEYLKALKTEFTTGMILPTKAVATQELTLQRKLNENKLQASPVALGVRIPTVALHLTELFDTTVEQLYSIFTVKELVQKFSKSPAVLEAERGGKFQMFDGNISGEYVELVTNRKIIMKWRCRNWPEEHYATVELNFVPAPGQTELQLDCKGV.... Result: 0 (no interaction). (5) The miRNA is hsa-miR-6814-5p with sequence UCCCAAGGGUGAGAUGCUGCCA. The protein sequence of the target gene is MASLDRVKVLVLGDSGVGKSSLVHLLCQNQVLGNPSWTVGCSVDVRVHDYKEGTPEEKTYYIELWDVGGSVGSASSVKSTRAVFYNSVNGIIFVHDLTNKKSSQNLRRWSLEALNRDLVPTGVLVTNGDYDQEQFADNQIPLLVIGTKLDQIHETKRHEVLTRTAFLAEDFNPEEINLDCTNPRYLAAGSSNAVKLSRFFDKVIEKRYFLREGNQIPGFPDRKRFGAGTLKSLHYD. Result: 1 (interaction).